From a dataset of Catalyst prediction with 721,799 reactions and 888 catalyst types from USPTO. Predict which catalyst facilitates the given reaction. (1) Reactant: [CH2:1]([C:4]1[N:8]([CH2:9][C:10]2[CH:15]=[CH:14][C:13]([C:16]3[C:17]([CH:22]=[O:23])=[CH:18][CH:19]=[CH:20][CH:21]=3)=[CH:12][CH:11]=2)[C:7]2[CH:24]=[C:25]([C:29]3[N:30]=[CH:31][N:32]([CH3:34])[CH:33]=3)[CH:26]=[C:27]([CH3:28])[C:6]=2[N:5]=1)[CH2:2][CH3:3].[OH:35]O.Cl. Product: [CH2:1]([C:4]1[N:8]([CH2:9][C:10]2[CH:15]=[CH:14][C:13]([C:16]3[C:17]([C:22]([OH:35])=[O:23])=[CH:18][CH:19]=[CH:20][CH:21]=3)=[CH:12][CH:11]=2)[C:7]2[CH:24]=[C:25]([C:29]3[N:30]=[CH:31][N:32]([CH3:34])[CH:33]=3)[CH:26]=[C:27]([CH3:28])[C:6]=2[N:5]=1)[CH2:2][CH3:3]. The catalyst class is: 192. (2) Reactant: Cl[CH2:2][C:3]1[NH:8][C:7](=[O:9])[NH:6][C:5](=[O:10])[CH:4]=1.[Na+].[C:12]1([S:18]([O-:20])=[O:19])[CH:17]=[CH:16][CH:15]=[CH:14][CH:13]=1. Product: [C:12]1([S:18]([CH2:2][C:3]2[NH:8][C:7](=[O:9])[NH:6][C:5](=[O:10])[CH:4]=2)(=[O:20])=[O:19])[CH:17]=[CH:16][CH:15]=[CH:14][CH:13]=1. The catalyst class is: 3. (3) The catalyst class is: 91. Reactant: C([NH:8][C@H:9]([CH:14]=O)[CH2:10][CH:11]([CH3:13])[CH3:12])(OC(C)(C)C)=O.[CH2:16]([O:23][C:24]1[CH:29]=[CH:28][C:27]([N:30]([CH2:37][CH:38]=[C:39]([CH3:41])[CH3:40])[CH:31]2[CH2:36][CH2:35][NH:34][CH2:33][CH2:32]2)=[CH:26][CH:25]=1)[C:17]1[CH:22]=[CH:21][CH:20]=[CH:19][CH:18]=1.[BH-](OC(C)=O)(OC(C)=O)OC(C)=O.[Na+]. Product: [NH2:8][C@@H:9]([CH2:10][CH:11]([CH3:12])[CH3:13])[CH2:14][N:34]1[CH2:33][CH2:32][CH:31]([N:30]([C:27]2[CH:26]=[CH:25][C:24]([O:23][CH2:16][C:17]3[CH:18]=[CH:19][CH:20]=[CH:21][CH:22]=3)=[CH:29][CH:28]=2)[CH2:37][CH:38]=[C:39]([CH3:41])[CH3:40])[CH2:36][CH2:35]1. (4) Product: [CH:14]#[C:9][CH2:10][CH2:11][CH2:12][CH2:13][CH2:18][C:17]#[CH:16].[O:89]=[C:75]1[O:76][C@H:52]([C@H:53]([CH2:58][OH:59])[OH:7])[C:51]([OH:77])=[C:73]1[OH:74]. Reactant: C[C@@H]1[O:7][C@@H](O[C@@H:9]2[C:14]3=C(O)[C:16]4C(=O)C5C(=CC=CC=5OC)C(=O)[C:17]=4[C:18](O)=[C:13]3[CH2:12][C@@:11](O)(C(CO)=O)[CH2:10]2)C[C@H](N)[C@@H]1O.Cl.C[C@@H]1O[C@@H](O[C@@H]2C3=C(O)C4C(=O)C5C(=CC=CC=5OC)C(=O)C=4[C:58]([OH:59])=[C:53]3[CH2:52][C@@:51]([OH:77])([C:73]([CH2:75][OH:76])=[O:74])C2)C[C@H](N)[C@@H]1O.C#CCCCCCC#C.[OH2:89]. The catalyst class is: 16. (5) Reactant: [N:1]1[CH:6]=[CH:5][C:4]([C:7]2[C:8]([C:12]3[CH:17]=[CH:16][C:15]([C:18]#[C:19][C:20]4[CH:29]=[CH:28][C:27]5[C:22](=[CH:23][CH:24]=[CH:25][CH:26]=5)[N:21]=4)=[CH:14][CH:13]=3)=[N:9][NH:10][CH:11]=2)=[CH:3][CH:2]=1.C([O-])([O-])=O.[Cs+].[Cs+].[O:36]1[CH2:40][CH2:39]OC1=O.O. Product: [N:1]1[CH:6]=[CH:5][C:4]([C:7]2[C:8]([C:12]3[CH:17]=[CH:16][C:15]([C:18]#[C:19][C:20]4[CH:29]=[CH:28][C:27]5[C:22](=[CH:23][CH:24]=[CH:25][CH:26]=5)[N:21]=4)=[CH:14][CH:13]=3)=[N:9][N:10]([CH2:39][CH2:40][OH:36])[CH:11]=2)=[CH:3][CH:2]=1. The catalyst class is: 3. (6) Reactant: Br[CH:2]1[C:21](=O)[C:8]2=[CH:9][N:10]([CH2:12][C:13]3[CH:18]=[CH:17][C:16]([O:19][CH3:20])=[CH:15][CH:14]=3)[N:11]=[C:7]2[CH2:6][CH2:5][CH2:4][CH2:3]1.[CH3:23][C:24]1[CH:29]=[CH:28][N:27]=[C:26]([NH:30][C:31]([NH2:33])=[S:32])[N:25]=1. Product: [CH3:20][O:19][C:16]1[CH:17]=[CH:18][C:13]([CH2:12][N:10]2[CH:9]=[C:8]3[C:21]4[N:33]=[C:31]([NH:30][C:26]5[N:25]=[C:24]([CH3:23])[CH:29]=[CH:28][N:27]=5)[S:32][C:2]=4[CH2:3][CH2:4][CH2:5][CH2:6][C:7]3=[N:11]2)=[CH:14][CH:15]=1. The catalyst class is: 114. (7) Reactant: [C:1]([Si:5]([CH3:35])([CH3:34])[O:6][CH2:7][CH2:8][N:9]([CH2:21][C:22]1[CH:27]=[CH:26][C:25]([CH:28]=[CH:29][C:30]([O:32]C)=[O:31])=[CH:24][CH:23]=1)[CH2:10][CH2:11][C:12]1[C:20]2[C:15](=[CH:16][CH:17]=[CH:18][CH:19]=2)[NH:14][CH:13]=1)([CH3:4])([CH3:3])[CH3:2].O[Li].O. Product: [C:1]([Si:5]([CH3:35])([CH3:34])[O:6][CH2:7][CH2:8][N:9]([CH2:21][C:22]1[CH:27]=[CH:26][C:25]([CH:28]=[CH:29][C:30]([OH:32])=[O:31])=[CH:24][CH:23]=1)[CH2:10][CH2:11][C:12]1[C:20]2[C:15](=[CH:16][CH:17]=[CH:18][CH:19]=2)[NH:14][CH:13]=1)([CH3:3])([CH3:4])[CH3:2]. The catalyst class is: 20. (8) Reactant: [CH3:1][N:2]([CH3:7])[CH2:3][C:4]([OH:6])=[O:5].[F:8][C:9]1[C:14](O)=[C:13]([F:16])[C:12]([F:17])=[C:11]([F:18])[C:10]=1[F:19].C1(N=C=NC2CCCCC2)CCCCC1. Product: [F:8][C:9]1[C:14]([O:5][C:4](=[O:6])[CH2:3][N:2]([CH3:7])[CH3:1])=[C:13]([F:16])[C:12]([F:17])=[C:11]([F:18])[C:10]=1[F:19]. The catalyst class is: 25.